From a dataset of Merck oncology drug combination screen with 23,052 pairs across 39 cell lines. Regression. Given two drug SMILES strings and cell line genomic features, predict the synergy score measuring deviation from expected non-interaction effect. (1) Drug 1: Cn1nnc2c(C(N)=O)ncn2c1=O. Drug 2: COC1=C2CC(C)CC(OC)C(O)C(C)C=C(C)C(OC(N)=O)C(OC)C=CC=C(C)C(=O)NC(=CC1=O)C2=O. Cell line: MDAMB436. Synergy scores: synergy=8.61. (2) Drug 1: N#Cc1ccc(Cn2cncc2CN2CCN(c3cccc(Cl)c3)C(=O)C2)cc1. Drug 2: Cn1c(=O)n(-c2ccc(C(C)(C)C#N)cc2)c2c3cc(-c4cnc5ccccc5c4)ccc3ncc21. Cell line: NCIH520. Synergy scores: synergy=32.7. (3) Synergy scores: synergy=6.97. Drug 1: O=P1(N(CCCl)CCCl)NCCCO1. Drug 2: CC(C)CC(NC(=O)C(Cc1ccccc1)NC(=O)c1cnccn1)B(O)O. Cell line: LNCAP. (4) Cell line: SKMEL30. Synergy scores: synergy=6.86. Drug 1: Nc1ccn(C2OC(CO)C(O)C2(F)F)c(=O)n1. Drug 2: C=CCn1c(=O)c2cnc(Nc3ccc(N4CCN(C)CC4)cc3)nc2n1-c1cccc(C(C)(C)O)n1.